Dataset: Full USPTO retrosynthesis dataset with 1.9M reactions from patents (1976-2016). Task: Predict the reactants needed to synthesize the given product. (1) Given the product [Cl:1][C:2]1[C:3]([O:12][C:13]2[CH:14]=[N:15][C:16]([CH:20]3[CH2:22][CH2:21]3)=[C:17]([Cl:19])[CH:18]=2)=[CH:4][C:5]([F:11])=[C:6]([CH:10]=1)[C:7]([NH:41][S:38]([CH:35]1[CH2:37][CH2:36]1)(=[O:40])=[O:39])=[O:9], predict the reactants needed to synthesize it. The reactants are: [Cl:1][C:2]1[C:3]([O:12][C:13]2[CH:14]=[N:15][C:16]([CH:20]3[CH2:22][CH2:21]3)=[C:17]([Cl:19])[CH:18]=2)=[CH:4][C:5]([F:11])=[C:6]([CH:10]=1)[C:7]([OH:9])=O.CCN=C=NCCCN(C)C.Cl.[CH:35]1([S:38]([NH2:41])(=[O:40])=[O:39])[CH2:37][CH2:36]1.C(N(CC)C(C)C)(C)C. (2) Given the product [CH:1]1([CH:4]([C:15]2[CH:20]=[CH:19][CH:18]=[C:17]([OH:21])[CH:16]=2)[CH2:5][C:6]([OH:14])=[O:7])[CH2:3][CH2:2]1, predict the reactants needed to synthesize it. The reactants are: [CH:1]1([CH:4]([C:15]2[CH:20]=[CH:19][CH:18]=[C:17]([OH:21])[CH:16]=2)[CH:5]2C(=O)OC(C)(C)[O:7][C:6]2=[O:14])[CH2:3][CH2:2]1. (3) Given the product [NH2:16][C:5]([CH2:1][CH2:2][CH:3]=[CH2:4])([C:6]([O:8][CH2:9][CH3:10])=[O:7])[C:11]([O:13][CH2:14][CH3:15])=[O:12], predict the reactants needed to synthesize it. The reactants are: [CH2:1]([C:5]([NH:16]C(OC(C)(C)C)=O)([C:11]([O:13][CH2:14][CH3:15])=[O:12])[C:6]([O:8][CH2:9][CH3:10])=[O:7])[CH2:2][CH:3]=[CH2:4].C(O)(C(F)(F)F)=O. (4) Given the product [CH3:20][O:21][C:22](=[O:30])[C:23]1[CH:28]=[CH:27][C:26]([O:1][CH2:2][CH2:3][C:4]2[N:5]=[C:6]([C:10]3[CH:15]=[CH:14][C:13]([C:16]([F:19])([F:18])[F:17])=[CH:12][CH:11]=3)[S:7][C:8]=2[CH3:9])=[CH:25][CH:24]=1, predict the reactants needed to synthesize it. The reactants are: [OH:1][CH2:2][CH2:3][C:4]1[N:5]=[C:6]([C:10]2[CH:15]=[CH:14][C:13]([C:16]([F:19])([F:18])[F:17])=[CH:12][CH:11]=2)[S:7][C:8]=1[CH3:9].[CH3:20][O:21][C:22](=[O:30])[C:23]1[CH:28]=[CH:27][C:26](O)=[CH:25][CH:24]=1.C1(P(C2C=CC=CC=2)C2C=CC=CC=2)C=CC=CC=1.N(C(OCC)=O)=NC(OCC)=O. (5) Given the product [CH:1]1([C:7]2[C:8]3[CH:35]=[CH:34][C:33]([C:36]([OH:38])=[O:37])=[CH:32][C:9]=3[N:10]3[C:16]=2[C:15]2[CH:17]=[CH:18][C:19]([O:21][CH:22]4[CH2:27][CH2:26][CH2:25][N:24]([S:28]([CH3:31])(=[O:30])=[O:29])[CH2:23]4)=[CH:20][C:14]=2[O:13][CH2:12][CH2:11]3)[CH2:6][CH2:5][CH2:4][CH2:3][CH2:2]1, predict the reactants needed to synthesize it. The reactants are: [CH:1]1([C:7]2[C:8]3[CH:35]=[CH:34][C:33]([C:36]([O:38]C)=[O:37])=[CH:32][C:9]=3[N:10]3[C:16]=2[C:15]2[CH:17]=[CH:18][C:19]([O:21][CH:22]4[CH2:27][CH2:26][CH2:25][N:24]([S:28]([CH3:31])(=[O:30])=[O:29])[CH2:23]4)=[CH:20][C:14]=2[O:13][CH2:12][CH2:11]3)[CH2:6][CH2:5][CH2:4][CH2:3][CH2:2]1.[OH-].[Na+].Cl. (6) Given the product [NH2:1][C:2]1[C:6]([Br:7])=[CH:5][S:4][C:3]=1[C:8]([NH:13][CH3:11])=[O:10], predict the reactants needed to synthesize it. The reactants are: [NH2:1][C:2]1[C:6]([Br:7])=[CH:5][S:4][C:3]=1[C:8]([OH:10])=O.[C:11](N1C=CN=C1)([N:13]1C=CN=C1)=O.CN.C1COCC1. (7) Given the product [OH:31][C@:29]1([CH3:32])[CH2:28][O:27][N:26]([C:24]([C:9]2[C:10]3[C:15](=[O:16])[N:14]([CH3:17])[C:13](=[O:18])[N:12]([CH:19]([CH3:44])[CH3:20])[C:11]=3[S:23][C:8]=2[CH2:7][C:6]2[CH:5]=[N:36][N:37]([C:38]3[CH:39]=[CH:40][CH:41]=[CH:42][CH:43]=3)[CH:2]=2)=[O:25])[CH2:30]1, predict the reactants needed to synthesize it. The reactants are: C[C:2]1[C:6]([CH2:7][C:8]2[S:23][C:11]3[N:12]([CH2:19][CH:20](C)C)[C:13](=[O:18])[N:14]([CH3:17])[C:15](=[O:16])[C:10]=3[C:9]=2[C:24]([N:26]2[CH2:30][C@:29]([CH3:32])([OH:31])[CH2:28][O:27]2)=[O:25])=[C:5](C)NN=1.ON1[C:39]2[CH:40]=[CH:41][CH:42]=[CH:43][C:38]=2[N:37]=[N:36]1.[CH2:44](N(CC)CC)C.Cl.CN(C)CCCN=C=NCC. (8) Given the product [Cl:25][C:26]1[C:31]([C:32]([F:33])([F:34])[F:35])=[CH:30][CH:29]=[CH:28][C:27]=1[C:5]1[C:4]([C:3]([OH:2])=[O:24])=[CH:9][C:8]([C:10]2[S:11][CH:12]=[C:13]([C:15]3[CH:20]=[CH:19][C:18]([Cl:21])=[C:17]([Cl:22])[CH:16]=3)[N:14]=2)=[CH:7][CH:6]=1, predict the reactants needed to synthesize it. The reactants are: C[O:2][C:3](=[O:24])[C:4]1[CH:9]=[C:8]([C:10]2[S:11][CH:12]=[C:13]([C:15]3[CH:20]=[CH:19][C:18]([Cl:21])=[C:17]([Cl:22])[CH:16]=3)[N:14]=2)[CH:7]=[CH:6][C:5]=1Br.[Cl:25][C:26]1[C:31]([C:32]([F:35])([F:34])[F:33])=[CH:30][CH:29]=[CH:28][C:27]=1B(O)O. (9) Given the product [Cl:1][C:2]1[N:7]=[C:6]2[N:8]([CH:14]3[CH2:16][CH2:15]3)[C:9](=[O:13])[C:10]([CH3:11])([CH3:12])[C:5]2=[CH:4][CH:3]=1, predict the reactants needed to synthesize it. The reactants are: [Cl:1][C:2]1[N:7]=[C:6]2[NH:8][C:9](=[O:13])[C:10]([CH3:12])([CH3:11])[C:5]2=[CH:4][CH:3]=1.[CH:14]1(B(O)O)[CH2:16][CH2:15]1.C[Si]([N-][Si](C)(C)C)(C)C.[Na+]. (10) Given the product [ClH:40].[C:1]([C:5]1[CH:9]=[C:8]([NH:10][C:11]([NH:13][C:14]2[C:23]3[C:18](=[CH:19][CH:20]=[CH:21][CH:22]=3)[C:17]([O:24][CH2:25][CH2:26][N:27]3[CH2:32][CH2:31][O:30][CH2:29][CH2:28]3)=[CH:16][CH:15]=2)=[O:12])[N:7]([C:33]2[CH:38]=[CH:37][C:36]([CH3:39])=[CH:35][CH:34]=2)[N:6]=1)([CH3:4])([CH3:3])[CH3:2], predict the reactants needed to synthesize it. The reactants are: [C:1]([C:5]1[CH:9]=[C:8]([NH:10][C:11]([NH:13][C:14]2[C:23]3[C:18](=[CH:19][CH:20]=[CH:21][CH:22]=3)[C:17]([O:24][CH2:25][CH2:26][N:27]3[CH2:32][CH2:31][O:30][CH2:29][CH2:28]3)=[CH:16][CH:15]=2)=[O:12])[N:7]([C:33]2[CH:38]=[CH:37][C:36]([CH3:39])=[CH:35][CH:34]=2)[N:6]=1)([CH3:4])([CH3:3])[CH3:2].[ClH:40].